This data is from Experimentally validated miRNA-target interactions with 360,000+ pairs, plus equal number of negative samples. The task is: Binary Classification. Given a miRNA mature sequence and a target amino acid sequence, predict their likelihood of interaction. (1) The miRNA is hsa-miR-6730-5p with sequence AGAAAGGUGGAGGGGUUGUCAGA. The protein sequence of the target gene is MAHRGPPSAPKRPGPTAPDRSFQALLPPCWPRSWPLLLLLLVLVAACGAMGRSPQPGRQGPGVQITRLLPAGRTESGDRKDPQARESEPSVPGLGPGSASGPSTDGAPAPGKGRRARAVPVAGAASASRAQVSLISTSFVLKGDATHNQAMVHWTGENSSVILILTKYYHADMGKVLESSLWRSSDFGTTYTKLTLQPGVTTVIDNFYICPANKRKIILVSSSLGDREQSLFLSTDEGATFQKYPVPFLVEMLLFHPKEEDKVLAYTKDSKLYVSSDLGKKWTLLQERVTKDHVFWAVSG.... Result: 0 (no interaction). (2) The miRNA is hsa-miR-27a-5p with sequence AGGGCUUAGCUGCUUGUGAGCA. The protein sequence of the target gene is MERDTCDVLSRSKSASEETLHSCNEEEDPFRGMEPYLVRRLSSRSIQLPPLAFRQLEQADLRSESENIPRPTSLPLKILPLIAVTSADSSGFDVDNGTSAGRSPLDPMTSPGSGLILQANFVHSQRRESFLYRSDSDYDLSPKSMSRNSSIASDIHGDDLIVTPFAQVLASLRTVRNNFAALTNLQDRAPSKRSPMCNQPSINKATITEEAYQKLASETLEELDWCLDQLETLQTRHSVSEMASNKFKRMLNRELTHLSEMSRSGNQVSEYISNTFLDKQHEVEIPSPTQKEKEKKKRPM.... Result: 0 (no interaction). (3) The miRNA is hsa-miR-4311 with sequence GAAAGAGAGCUGAGUGUG. The protein sequence of the target gene is MALKMVKGSIDRMFDKNLQDLVRGIRNHKEDEAKYISQCIDEIKQELKQDNIAVKANAVCKLTYLQMLGYDISWAAFNIIEVMSASKFTFKRIGYLAASQSFHEGTDVIMLTTNQIRKDLSSPSQYDTGVALTGLSCFVTPDLARDLANDIMTLMSHTKPYIRKKAVLIMYKVFLKYPESLRPAFPRLKEKLEDPDPGVQSAAVNVICELARRNPKNYLSLAPLFFKLMTSSTNNWVLIKIIKLFGALTPLEPRLGKKLIEPLTNLIHSTSAMSLLYECVNTVIAVLISLSSGMPNHSAS.... Result: 1 (interaction).